From a dataset of NCI-60 drug combinations with 297,098 pairs across 59 cell lines. Regression. Given two drug SMILES strings and cell line genomic features, predict the synergy score measuring deviation from expected non-interaction effect. (1) Drug 1: C1CCC(C1)C(CC#N)N2C=C(C=N2)C3=C4C=CNC4=NC=N3. Drug 2: CC(C)(C#N)C1=CC(=CC(=C1)CN2C=NC=N2)C(C)(C)C#N. Cell line: SF-295. Synergy scores: CSS=5.33, Synergy_ZIP=-2.27, Synergy_Bliss=-1.28, Synergy_Loewe=-0.410, Synergy_HSA=0.0965. (2) Drug 1: CC1C(C(CC(O1)OC2CC(CC3=C2C(=C4C(=C3O)C(=O)C5=C(C4=O)C(=CC=C5)OC)O)(C(=O)CO)O)N)O.Cl. Drug 2: C1=CC(=CC=C1CCCC(=O)O)N(CCCl)CCCl. Cell line: SF-539. Synergy scores: CSS=7.47, Synergy_ZIP=-3.59, Synergy_Bliss=-1.80, Synergy_Loewe=3.50, Synergy_HSA=-0.194. (3) Drug 1: CC(CN1CC(=O)NC(=O)C1)N2CC(=O)NC(=O)C2. Drug 2: CN(CC1=CN=C2C(=N1)C(=NC(=N2)N)N)C3=CC=C(C=C3)C(=O)NC(CCC(=O)O)C(=O)O. Cell line: UO-31. Synergy scores: CSS=18.2, Synergy_ZIP=-7.84, Synergy_Bliss=-7.34, Synergy_Loewe=-4.02, Synergy_HSA=-3.17. (4) Drug 1: C1CN1C2=NC(=NC(=N2)N3CC3)N4CC4. Drug 2: CN(C)C1=NC(=NC(=N1)N(C)C)N(C)C. Cell line: HL-60(TB). Synergy scores: CSS=44.8, Synergy_ZIP=-0.00611, Synergy_Bliss=-2.55, Synergy_Loewe=-4.46, Synergy_HSA=-4.09. (5) Drug 1: C1CCC(C1)C(CC#N)N2C=C(C=N2)C3=C4C=CNC4=NC=N3. Drug 2: CN(CC1=CN=C2C(=N1)C(=NC(=N2)N)N)C3=CC=C(C=C3)C(=O)NC(CCC(=O)O)C(=O)O. Cell line: 786-0. Synergy scores: CSS=19.0, Synergy_ZIP=-0.440, Synergy_Bliss=-1.39, Synergy_Loewe=-6.34, Synergy_HSA=0.125. (6) Drug 1: C#CCC(CC1=CN=C2C(=N1)C(=NC(=N2)N)N)C3=CC=C(C=C3)C(=O)NC(CCC(=O)O)C(=O)O. Drug 2: C1=NNC2=C1C(=O)NC=N2. Cell line: BT-549. Synergy scores: CSS=5.18, Synergy_ZIP=-2.91, Synergy_Bliss=1.58, Synergy_Loewe=2.09, Synergy_HSA=2.26. (7) Drug 1: CC1OCC2C(O1)C(C(C(O2)OC3C4COC(=O)C4C(C5=CC6=C(C=C35)OCO6)C7=CC(=C(C(=C7)OC)O)OC)O)O. Drug 2: C#CCC(CC1=CN=C2C(=N1)C(=NC(=N2)N)N)C3=CC=C(C=C3)C(=O)NC(CCC(=O)O)C(=O)O. Cell line: SK-MEL-5. Synergy scores: CSS=11.6, Synergy_ZIP=-9.57, Synergy_Bliss=-4.23, Synergy_Loewe=-4.31, Synergy_HSA=-4.31. (8) Drug 1: COC1=C(C=C2C(=C1)N=CN=C2NC3=CC(=C(C=C3)F)Cl)OCCCN4CCOCC4. Drug 2: CCCCC(=O)OCC(=O)C1(CC(C2=C(C1)C(=C3C(=C2O)C(=O)C4=C(C3=O)C=CC=C4OC)O)OC5CC(C(C(O5)C)O)NC(=O)C(F)(F)F)O. Cell line: SN12C. Synergy scores: CSS=15.2, Synergy_ZIP=-7.76, Synergy_Bliss=-6.02, Synergy_Loewe=-3.36, Synergy_HSA=-3.28. (9) Drug 1: CC(C1=C(C=CC(=C1Cl)F)Cl)OC2=C(N=CC(=C2)C3=CN(N=C3)C4CCNCC4)N. Drug 2: CC1=C2C(C(=O)C3(C(CC4C(C3C(C(C2(C)C)(CC1OC(=O)C(C(C5=CC=CC=C5)NC(=O)C6=CC=CC=C6)O)O)OC(=O)C7=CC=CC=C7)(CO4)OC(=O)C)O)C)OC(=O)C. Cell line: T-47D. Synergy scores: CSS=29.4, Synergy_ZIP=7.46, Synergy_Bliss=7.99, Synergy_Loewe=-21.4, Synergy_HSA=5.97.